Dataset: Merck oncology drug combination screen with 23,052 pairs across 39 cell lines. Task: Regression. Given two drug SMILES strings and cell line genomic features, predict the synergy score measuring deviation from expected non-interaction effect. (1) Drug 1: CC1CC2C3CCC4=CC(=O)C=CC4(C)C3(F)C(O)CC2(C)C1(O)C(=O)CO. Drug 2: COC1=C2CC(C)CC(OC)C(O)C(C)C=C(C)C(OC(N)=O)C(OC)C=CC=C(C)C(=O)NC(=CC1=O)C2=O. Cell line: A427. Synergy scores: synergy=4.74. (2) Drug 1: O=C(NOCC(O)CO)c1ccc(F)c(F)c1Nc1ccc(I)cc1F. Drug 2: CCc1c2c(nc3ccc(O)cc13)-c1cc3c(c(=O)n1C2)COC(=O)C3(O)CC. Cell line: ES2. Synergy scores: synergy=-1.06. (3) Drug 1: NC1(c2ccc(-c3nc4ccn5c(=O)[nH]nc5c4cc3-c3ccccc3)cc2)CCC1. Drug 2: CCc1cnn2c(NCc3ccc[n+]([O-])c3)cc(N3CCCCC3CCO)nc12. Cell line: NCIH2122. Synergy scores: synergy=22.2. (4) Drug 1: CN1C(=O)C=CC2(C)C3CCC4(C)C(NC(=O)OCC(F)(F)F)CCC4C3CCC12. Drug 2: CN(Cc1cnc2nc(N)nc(N)c2n1)c1ccc(C(=O)NC(CCC(=O)O)C(=O)O)cc1. Cell line: HT144. Synergy scores: synergy=-8.32.